From a dataset of CYP1A2 inhibition data for predicting drug metabolism from PubChem BioAssay. Regression/Classification. Given a drug SMILES string, predict its absorption, distribution, metabolism, or excretion properties. Task type varies by dataset: regression for continuous measurements (e.g., permeability, clearance, half-life) or binary classification for categorical outcomes (e.g., BBB penetration, CYP inhibition). Dataset: cyp1a2_veith. (1) The result is 0 (non-inhibitor). The drug is COc1ccc(N2C(=O)CCC(C(=O)Nc3ccccn3)C2c2ccc(OC)c(OC)c2)cc1. (2) The molecule is CSc1nnc(-c2sccc2OCc2ccccc2)n1C. The result is 1 (inhibitor). (3) The compound is O=C(NCCc1ccccc1)N1c2ccccc2Sc2ccccc21. The result is 1 (inhibitor). (4) The molecule is COCC(=O)N1CCC2(CCCN(Cc3cc(C(F)(F)F)cc(C(F)(F)F)c3)C2)CC1. The result is 0 (non-inhibitor).